Dataset: Catalyst prediction with 721,799 reactions and 888 catalyst types from USPTO. Task: Predict which catalyst facilitates the given reaction. Reactant: CS(C)=O.[H-].[Na+].[I-].[CH3:8][S+](C)C.[CH3:12][C:13]1[N:18]=[CH:17][C:16]([C:19](=[O:21])[CH3:20])=[CH:15][N:14]=1. Product: [CH3:12][C:13]1[N:18]=[CH:17][C:16]([C:19]2([CH3:8])[CH2:20][O:21]2)=[CH:15][N:14]=1. The catalyst class is: 1.